From a dataset of Reaction yield outcomes from USPTO patents with 853,638 reactions. Predict the reaction yield, written as a fraction of the theoretical maximum amount of product (1.0 means a 100% yield; for example, 0.34 means a 34% yield). (1) The reactants are [OH:1][C:2]1([C:12]2[S:13][CH:14]=[C:15]([C:17]([OH:19])=O)[N:16]=2)[CH2:11][CH2:10][C:5]2([O:9][CH2:8][CH2:7][O:6]2)[CH2:4][CH2:3]1.CN.C[CH2:23][N:24](CC)CC.C(Cl)CCl.C1C=CC2N(O)N=NC=2C=1. The catalyst is C(Cl)Cl.CCOC(C)=O. The product is [OH:1][C:2]1([C:12]2[S:13][CH:14]=[C:15]([C:17]([NH:24][CH3:23])=[O:19])[N:16]=2)[CH2:11][CH2:10][C:5]2([O:9][CH2:8][CH2:7][O:6]2)[CH2:4][CH2:3]1. The yield is 0.500. (2) The reactants are C[O:2][C:3](=[O:38])[CH2:4][C:5]1[CH:14]=[C:13]2[C:8]([CH2:9][CH2:10][CH:11]([CH2:15][CH2:16][CH2:17][N:18]([C:30]3[N:35]=[CH:34][C:33]([CH2:36][CH3:37])=[CH:32][N:31]=3)[CH2:19][C:20]3[CH:25]=[CH:24][C:23]([C:26]([F:29])([F:28])[F:27])=[CH:22][CH:21]=3)[O:12]2)=[CH:7][CH:6]=1.[Li+].[OH-]. The catalyst is C1COCC1.CO. The product is [CH2:36]([C:33]1[CH:32]=[N:31][C:30]([N:18]([CH2:19][C:20]2[CH:21]=[CH:22][C:23]([C:26]([F:27])([F:28])[F:29])=[CH:24][CH:25]=2)[CH2:17][CH2:16][CH2:15][CH:11]2[CH2:10][CH2:9][C:8]3[C:13](=[CH:14][C:5]([CH2:4][C:3]([OH:38])=[O:2])=[CH:6][CH:7]=3)[O:12]2)=[N:35][CH:34]=1)[CH3:37]. The yield is 0.870. (3) The reactants are [Br:1][C:2]1[CH:7]=[CH:6][C:5]([OH:8])=[CH:4][CH:3]=1.Cl[CH2:10][CH2:11][CH2:12][O:13][CH2:14][C:15]1[CH:20]=[CH:19][CH:18]=[CH:17][C:16]=1[O:21][CH3:22].[Na+].[I-].C([O-])([O-])=O.[Cs+].[Cs+]. The catalyst is CN(C=O)C. The product is [Br:1][C:2]1[CH:7]=[CH:6][C:5]([O:8][CH2:10][CH2:11][CH2:12][O:13][CH2:14][C:15]2[CH:20]=[CH:19][CH:18]=[CH:17][C:16]=2[O:21][CH3:22])=[CH:4][CH:3]=1. The yield is 0.710. (4) The reactants are [CH2:1]([N:3]([CH2:14][CH3:15])[CH2:4][CH2:5][O:6][C:7]1[CH:12]=[CH:11][C:10]([NH2:13])=[CH:9][CH:8]=1)[CH3:2].[CH3:16][C:17]1[CH:25]=[CH:24][CH:23]=[C:22]2[C:18]=1[C:19](=[CH:27]O)[C:20](=[O:26])[NH:21]2. No catalyst specified. The product is [CH2:14]([N:3]([CH2:1][CH3:2])[CH2:4][CH2:5][O:6][C:7]1[CH:8]=[CH:9][C:10]([NH:13][CH:27]=[C:19]2[C:18]3[C:22](=[CH:23][CH:24]=[CH:25][C:17]=3[CH3:16])[NH:21][C:20]2=[O:26])=[CH:11][CH:12]=1)[CH3:15]. The yield is 0.230. (5) The reactants are C(OC(=O)[NH:10][CH2:11][CH2:12][CH2:13][CH2:14][CH2:15][C:16]([N:18]1[CH2:22][CH:21]([OH:23])[CH:20]([CH:24]([C:43]2[CH:48]=[CH:47][CH:46]=[CH:45][CH:44]=2)[O:25][CH:26]([C:35]2[CH:40]=[CH:39][C:38]([O:41][CH3:42])=[CH:37][CH:36]=2)[C:27]2[CH:32]=[CH:31][C:30]([O:33][CH3:34])=[CH:29][CH:28]=2)[CH2:19]1)=[O:17])C1C=CC=CC=1. The catalyst is CO. The product is [NH2:10][CH2:11][CH2:12][CH2:13][CH2:14][CH2:15][C:16]([N:18]1[CH2:22][CH:21]([OH:23])[CH:20]([CH:24]([C:43]2[CH:48]=[CH:47][CH:46]=[CH:45][CH:44]=2)[O:25][CH:26]([C:35]2[CH:40]=[CH:39][C:38]([O:41][CH3:42])=[CH:37][CH:36]=2)[C:27]2[CH:32]=[CH:31][C:30]([O:33][CH3:34])=[CH:29][CH:28]=2)[CH2:19]1)=[O:17]. The yield is 0.920. (6) The reactants are [C:1]([O:5][C:6]([N:8]1[CH2:15][CH:14]2[N:16](CC3C=CC=CC=3)[CH:10]([CH2:11][C:12](=[O:24])[CH2:13]2)[CH2:9]1)=[O:7])([CH3:4])([CH3:3])[CH3:2].[H][H]. The catalyst is CO.[OH-].[Pd+2].[OH-]. The product is [C:1]([O:5][C:6]([N:8]1[CH2:15][CH:14]2[NH:16][CH:10]([CH2:11][C:12](=[O:24])[CH2:13]2)[CH2:9]1)=[O:7])([CH3:4])([CH3:2])[CH3:3]. The yield is 1.00. (7) The reactants are [N+:1]([C:4]1[CH:14]=[CH:13][CH:12]=[CH:11][C:5]=1[O:6][CH2:7][C@@H:8]1[CH2:10][O:9]1)([O-])=O.[H][H].[C:17](OC(=O)C)(=[O:19])[CH3:18].C(N(C(C)C)C(C)C)C. The catalyst is C(OCC)(=O)C.[Pt]. The product is [O:9]1[CH2:10][C@H:8]1[CH2:7][O:6][C:5]1[CH:11]=[CH:12][CH:13]=[CH:14][C:4]=1[NH:1][C:17](=[O:19])[CH3:18]. The yield is 0.600. (8) The reactants are Br[CH2:2][CH:3]=[CH2:4].[CH3:5][O:6][C:7]([C:9]1[C:14]([O:15][CH2:16][C:17]2[CH:22]=[CH:21][CH:20]=[CH:19][CH:18]=2)=[C:13]([OH:23])[C:12]([C:24](=[O:34])[NH:25][CH2:26][C:27]2[CH:32]=[CH:31][C:30]([F:33])=[CH:29][CH:28]=2)=[CH:11][N:10]=1)=[O:8].C(=O)([O-])[O-].[Cs+].[Cs+].[Cl-].[NH4+]. The catalyst is CN(C)C=O. The product is [CH3:5][O:6][C:7]([C:9]1[N:10]([CH2:4][CH:3]=[CH2:2])[CH:11]=[C:12]([C:24](=[O:34])[NH:25][CH2:26][C:27]2[CH:32]=[CH:31][C:30]([F:33])=[CH:29][CH:28]=2)[C:13](=[O:23])[C:14]=1[O:15][CH2:16][C:17]1[CH:18]=[CH:19][CH:20]=[CH:21][CH:22]=1)=[O:8]. The yield is 0.830. (9) The reactants are [CH:1]1([CH2:4][C:5]([NH:7][NH:8][C:9]2[C:14]([C:15]([F:18])([F:17])[F:16])=[C:13]([N:19]3[CH2:24][CH2:23][CH:22]([C:25]4[CH:30]=[CH:29][CH:28]=[CH:27][CH:26]=4)[CH2:21][CH2:20]3)[N:12]=[CH:11][N:10]=2)=O)[CH2:3][CH2:2]1.N([Si](C)(C)C)=[N+]=[N-].C1(P(C2C=CC=CC=2)C2C=CC=CC=2)C=CC=CC=1.CCOC(/N=N/C(OCC)=O)=O.C1(C)C=CC=CC=1. The catalyst is C(Cl)Cl.C(OCC)(=O)C.O. The product is [CH:1]1([CH2:4][C:5]2[N:10]3[CH:11]=[N:12][C:13]([N:19]4[CH2:24][CH2:23][CH:22]([C:25]5[CH:30]=[CH:29][CH:28]=[CH:27][CH:26]=5)[CH2:21][CH2:20]4)=[C:14]([C:15]([F:18])([F:17])[F:16])[C:9]3=[N:8][N:7]=2)[CH2:3][CH2:2]1. The yield is 0.387.